Dataset: Full USPTO retrosynthesis dataset with 1.9M reactions from patents (1976-2016). Task: Predict the reactants needed to synthesize the given product. (1) Given the product [CH3:21][N:20]([CH3:22])[CH2:19][CH2:18][O:10][C:6]1[CH:7]=[CH:8][CH:9]=[C:4]([N+:1]([O-:3])=[O:2])[CH:5]=1, predict the reactants needed to synthesize it. The reactants are: [N+:1]([C:4]1[CH:5]=[C:6]([OH:10])[CH:7]=[CH:8][CH:9]=1)([O-:3])=[O:2].C([O-])([O-])=O.[K+].[K+].Cl[CH2:18][CH2:19][N:20]([CH3:22])[CH3:21]. (2) Given the product [CH2:35]([S:34][CH2:33][C:31]1[C:30]2[C:29](=[CH:28][CH:27]=[C:26]([C:67]3[CH:73]=[CH:74][S:75][CH:72]=3)[CH:25]=2)[NH:24][C:23]([CH3:53])([CH3:22])[CH:32]=1)[CH:36]=[CH2:37], predict the reactants needed to synthesize it. The reactants are: CC1(C)C=C(C)C2C(=CC=C(OS(C(F)(F)F)(=O)=O)C=2)N1.[CH3:22][C:23]1([CH3:53])[CH:32]=[C:31]([CH2:33][S:34][CH2:35][CH2:36][C:37]2C=CC=CC=2)[C:30]2[C:25](=[CH:26][CH:27]=[C:28](C3C=CC=CC=3C(F)(F)F)[CH:29]=2)[NH:24]1.FC(F)(F)C1C=CC=CC=1B(O)O.[C:67]1([CH2:73][CH2:74][SH:75])[CH:72]=CC=CC=1. (3) Given the product [CH2:1]([O:5][CH2:6][CH2:7][O:8][C:9]1[CH:10]=[CH:11][C:12]([C:15]2[CH:16]=[CH:17][C:18]3[N:25]([CH2:26][CH2:27][CH3:28])[CH2:24][CH2:23][CH2:22][C:21]([C:29]([NH:31][C:32]4[CH:37]=[CH:36][C:35]([S@:38]([CH2:40][C:41]5[N:45]([CH2:46][CH2:47][CH3:48])[CH:44]=[N:43][CH:42]=5)=[O:39])=[CH:34][CH:33]=4)=[O:30])=[CH:20][C:19]=3[CH:49]=2)=[CH:13][CH:14]=1)[CH2:2][CH3:3], predict the reactants needed to synthesize it. The reactants are: [CH2:1]([O:5][CH2:6][CH2:7][O:8][C:9]1[CH:14]=[CH:13][C:12]([C:15]2[CH:16]=[CH:17][C:18]3[N:25]([CH2:26][CH2:27][CH3:28])[CH2:24][CH2:23][CH2:22][C:21]([C:29]([NH:31][C:32]4[CH:37]=[CH:36][C:35]([S:38]([CH2:40][C:41]5[N:45]([CH2:46][CH2:47][CH3:48])[CH:44]=[N:43][CH:42]=5)=[O:39])=[CH:34][CH:33]=4)=[O:30])=[CH:20][C:19]=3[CH:49]=2)=[CH:11][CH:10]=1)[CH2:2][CH2:3]C.CS(O)(=O)=O. (4) Given the product [CH:1]1([C:2]2[N:7]=[C:6]([NH:8][S:9]([C:12]3[CH:17]=[CH:16][C:15]([C:18]4[CH:19]=[CH:20][C:21]([C:24]#[N:25])=[CH:22][CH:23]=4)=[CH:14][CH:13]=3)(=[O:11])=[O:10])[CH:5]=[CH:4][CH:3]=2)[CH2:27][CH2:26]1, predict the reactants needed to synthesize it. The reactants are: [CH3:1][C:2]1[N:7]=[C:6]([NH:8][S:9]([C:12]2[CH:17]=[CH:16][C:15]([C:18]3[CH:23]=[CH:22][C:21]([C:24]#[N:25])=[CH:20][CH:19]=3)=[CH:14][CH:13]=2)(=[O:11])=[O:10])[CH:5]=[CH:4][CH:3]=1.[CH:26]1(C2N=C(N)C=CC=2)C[CH2:27]1. (5) Given the product [F:1][C:2]1[CH:3]=[CH:4][C:5]([N:8]2[C:12](=[O:13])[C:11](=[CH:21][C:20]3[CH:23]=[CH:24][C:25]([OH:26])=[C:18]([O:17][CH2:15][CH3:16])[CH:19]=3)[S:10][C:9]2=[O:14])=[CH:6][CH:7]=1, predict the reactants needed to synthesize it. The reactants are: [F:1][C:2]1[CH:7]=[CH:6][C:5]([N:8]2[C:12](=[O:13])[CH2:11][S:10][C:9]2=[O:14])=[CH:4][CH:3]=1.[CH2:15]([O:17][C:18]1[CH:19]=[C:20]([CH:23]=[CH:24][C:25]=1[OH:26])[CH:21]=O)[CH3:16].C([O-])(=O)C.[NH4+].O. (6) Given the product [CH:1]1([NH:7][C:41](=[O:42])[C:40]2[CH:44]=[C:36]([CH2:35][C:29]3[C:30](=[O:34])[C:31]([O:32][CH3:33])=[C:26]([O:25][CH3:24])[C:27](=[O:54])[C:28]=3[CH3:53])[CH:37]=[CH:38][C:39]=2[O:45][CH2:46][C:47]2[CH:48]=[N:49][CH:50]=[CH:51][CH:52]=2)[CH2:6][CH2:5][CH2:4][CH2:3][CH2:2]1, predict the reactants needed to synthesize it. The reactants are: [CH:1]1([NH2:7])[CH2:6][CH2:5][CH2:4][CH2:3][CH2:2]1.C(N(CC)CC)C.[Cl-].ClC1N(C)CC[NH+]1C.[CH3:24][O:25][C:26]1[C:27](=[O:54])[C:28]([CH3:53])=[C:29]([CH2:35][C:36]2[CH:37]=[CH:38][C:39]([O:45][CH2:46][C:47]3[CH:48]=[N:49][CH:50]=[CH:51][CH:52]=3)=[C:40]([CH:44]=2)[C:41](O)=[O:42])[C:30](=[O:34])[C:31]=1[O:32][CH3:33]. (7) Given the product [N+:10]([C:7]1[C:6]2[O:22][C:21]([C:13]([OH:14])=[O:16])=[CH:4][C:3]=2[CH:2]=[CH:9][CH:8]=1)([O-:12])=[O:11], predict the reactants needed to synthesize it. The reactants are: O[C:2]1[CH:9]=[CH:8][C:7]([N+:10]([O-:12])=[O:11])=[CH:6][C:3]=1[CH:4]=O.[C:13](=[O:16])([O-])[O-:14].[K+].[K+].ClC[C:21](OC)=[O:22].[OH-].[K+].Cl. (8) Given the product [ClH:1].[Cl:1][C:2]1[CH:3]=[C:4]([N:9]2[CH2:24][CH:12]3[CH2:13][NH:14][CH2:15][CH2:16][N:11]3[C:10]2=[O:25])[CH:5]=[CH:6][C:7]=1[Cl:8], predict the reactants needed to synthesize it. The reactants are: [Cl:1][C:2]1[CH:3]=[C:4]([N:9]2[CH2:24][CH:12]3[CH2:13][N:14](C(OC(C)(C)C)=O)[CH2:15][CH2:16][N:11]3[C:10]2=[O:25])[CH:5]=[CH:6][C:7]=1[Cl:8]. (9) Given the product [C:1]([O:5][C:6](=[O:7])[NH:8][C:9]1([C:18](=[O:20])[N:23]([O:24][CH3:25])[CH3:22])[CH2:10][C:11]2[C:16](=[CH:15][CH:14]=[CH:13][CH:12]=2)[CH2:17]1)([CH3:4])([CH3:2])[CH3:3], predict the reactants needed to synthesize it. The reactants are: [C:1]([O:5][C:6]([NH:8][C:9]1([C:18]([OH:20])=O)[CH2:17][C:16]2[C:11](=[CH:12][CH:13]=[CH:14][CH:15]=2)[CH2:10]1)=[O:7])([CH3:4])([CH3:3])[CH3:2].Cl.[CH3:22][NH:23][O:24][CH3:25].C(N(CC)C(C)C)(C)C.CN(C(ON1N=NC2C=CC=NC1=2)=[N+](C)C)C.F[P-](F)(F)(F)(F)F. (10) Given the product [CH2:79]([N:81]1[CH2:86][CH2:85][N:84]([C:87]2[CH:88]=[CH:89][C:90]([CH3:136])=[C:91]([NH:93][C:94]([N:96]3[C:100]4[N:101]=[C:102]([N:130]5[CH2:131][CH2:132][O:133][CH2:134][CH2:135]5)[N:103]=[C:104]([C:105]5[CH:110]=[N:109][C:108]([NH2:111])=[N:107][CH:106]=5)[C:99]=4[CH2:98][CH2:97]3)=[O:95])[CH:92]=2)[CH2:83][CH2:82]1)[CH3:80], predict the reactants needed to synthesize it. The reactants are: C(N1CCN(C2C=CC(C)=C(N)C=2)CC1)C.C(N1CCNCC1)C.CC1C=CC(N2CCOCC2)=CC=1N.COC1C=CC(CN(CC2C=CC(OC)=CC=2)C2N=CC(C3C4CCNC=4N=C(N4CCOCC4)N=3)=CN=2)=CC=1.[CH2:79]([N:81]1[CH2:86][CH2:85][N:84]([C:87]2[CH:88]=[CH:89][C:90]([CH3:136])=[C:91]([NH:93][C:94]([N:96]3[C:100]4[N:101]=[C:102]([N:130]5[CH2:135][CH2:134][O:133][CH2:132][CH2:131]5)[N:103]=[C:104]([C:105]5[CH:106]=[N:107][C:108]([N:111](CC6C=CC(OC)=CC=6)CC6C=CC(OC)=CC=6)=[N:109][CH:110]=5)[C:99]=4[CH2:98][CH2:97]3)=[O:95])[CH:92]=2)[CH2:83][CH2:82]1)[CH3:80].